Dataset: NCI-60 drug combinations with 297,098 pairs across 59 cell lines. Task: Regression. Given two drug SMILES strings and cell line genomic features, predict the synergy score measuring deviation from expected non-interaction effect. (1) Drug 1: C1CN1C2=NC(=NC(=N2)N3CC3)N4CC4. Drug 2: C1=NC2=C(N1)C(=S)N=C(N2)N. Cell line: SF-539. Synergy scores: CSS=59.8, Synergy_ZIP=-6.85, Synergy_Bliss=-8.61, Synergy_Loewe=-6.42, Synergy_HSA=-3.41. (2) Drug 1: CC1C(C(CC(O1)OC2CC(CC3=C2C(=C4C(=C3O)C(=O)C5=C(C4=O)C(=CC=C5)OC)O)(C(=O)CO)O)N)O.Cl. Drug 2: C1=CC=C(C(=C1)C(C2=CC=C(C=C2)Cl)C(Cl)Cl)Cl. Cell line: MALME-3M. Synergy scores: CSS=5.10, Synergy_ZIP=0.540, Synergy_Bliss=5.37, Synergy_Loewe=-17.5, Synergy_HSA=-5.62. (3) Drug 1: CCCCC(=O)OCC(=O)C1(CC(C2=C(C1)C(=C3C(=C2O)C(=O)C4=C(C3=O)C=CC=C4OC)O)OC5CC(C(C(O5)C)O)NC(=O)C(F)(F)F)O. Drug 2: C1=NC2=C(N=C(N=C2N1C3C(C(C(O3)CO)O)F)Cl)N. Cell line: OVCAR-4. Synergy scores: CSS=4.72, Synergy_ZIP=1.83, Synergy_Bliss=3.90, Synergy_Loewe=2.22, Synergy_HSA=2.77. (4) Cell line: HOP-92. Drug 1: CN(C)C1=NC(=NC(=N1)N(C)C)N(C)C. Synergy scores: CSS=7.59, Synergy_ZIP=-3.57, Synergy_Bliss=-4.55, Synergy_Loewe=-15.6, Synergy_HSA=-5.22. Drug 2: C1=CC=C(C=C1)NC(=O)CCCCCCC(=O)NO. (5) Drug 1: C1=NC2=C(N1)C(=S)N=C(N2)N. Drug 2: CC1=C2C(C(=O)C3(C(CC4C(C3C(C(C2(C)C)(CC1OC(=O)C(C(C5=CC=CC=C5)NC(=O)OC(C)(C)C)O)O)OC(=O)C6=CC=CC=C6)(CO4)OC(=O)C)O)C)O. Cell line: T-47D. Synergy scores: CSS=6.85, Synergy_ZIP=-10.1, Synergy_Bliss=-8.86, Synergy_Loewe=-15.8, Synergy_HSA=-7.50. (6) Drug 1: CN(CC1=CN=C2C(=N1)C(=NC(=N2)N)N)C3=CC=C(C=C3)C(=O)NC(CCC(=O)O)C(=O)O. Drug 2: C1=NNC2=C1C(=O)NC=N2. Cell line: LOX IMVI. Synergy scores: CSS=47.5, Synergy_ZIP=3.18, Synergy_Bliss=0.536, Synergy_Loewe=-17.6, Synergy_HSA=-0.310. (7) Drug 2: CS(=O)(=O)CCNCC1=CC=C(O1)C2=CC3=C(C=C2)N=CN=C3NC4=CC(=C(C=C4)OCC5=CC(=CC=C5)F)Cl. Cell line: HL-60(TB). Synergy scores: CSS=21.1, Synergy_ZIP=3.59, Synergy_Bliss=4.25, Synergy_Loewe=-21.5, Synergy_HSA=-1.67. Drug 1: C1=CC(=CC=C1CC(C(=O)O)N)N(CCCl)CCCl.Cl. (8) Drug 1: CC12CCC3C(C1CCC2=O)CC(=C)C4=CC(=O)C=CC34C. Drug 2: CN(CC1=CN=C2C(=N1)C(=NC(=N2)N)N)C3=CC=C(C=C3)C(=O)NC(CCC(=O)O)C(=O)O. Cell line: T-47D. Synergy scores: CSS=18.0, Synergy_ZIP=-3.45, Synergy_Bliss=1.84, Synergy_Loewe=-3.55, Synergy_HSA=-3.62.